This data is from Full USPTO retrosynthesis dataset with 1.9M reactions from patents (1976-2016). The task is: Predict the reactants needed to synthesize the given product. (1) Given the product [Br:26][CH2:8][C:23](=[O:24])[CH2:22][C:16]1[C:17]([F:21])=[CH:18][CH:19]=[CH:20][C:15]=1[Cl:14], predict the reactants needed to synthesize it. The reactants are: C[Si](C=[N+]=[N-])(C)C.[CH3:8]CCCCC.[Cl:14][C:15]1[CH:20]=[CH:19][CH:18]=[C:17]([F:21])[C:16]=1[CH2:22][C:23](Cl)=[O:24].[BrH:26]. (2) Given the product [OH:8][C:9]1[C:14]([CH3:15])=[CH:13][C:12]([C:16]2[NH:25][C:24](=[O:26])[C:23]3[C:18](=[CH:19][C:20]([O:29][CH2:30][CH2:31][O:32][CH3:33])=[CH:21][C:22]=3[O:27][CH3:28])[N:17]=2)=[CH:11][C:10]=1[CH3:34], predict the reactants needed to synthesize it. The reactants are: C([O:8][C:9]1[C:14]([CH3:15])=[CH:13][C:12]([C:16]2[NH:25][C:24](=[O:26])[C:23]3[C:18](=[CH:19][C:20]([O:29][CH2:30][CH2:31][O:32][CH3:33])=[CH:21][C:22]=3[O:27][CH3:28])[N:17]=2)=[CH:11][C:10]=1[CH3:34])C1C=CC=CC=1. (3) The reactants are: [CH2:1]([C@@H:5]([C:22](=[O:29])[NH:23][CH2:24][C:25]([O:27]C)=[O:26])[NH:6][C:7](=[O:21])[CH2:8][CH2:9][CH2:10][CH2:11][CH2:12][NH:13][C:14](=[O:20])[O:15][C:16]([CH3:19])([CH3:18])[CH3:17])[CH:2]([CH3:4])[CH3:3].O[Li].O. Given the product [CH2:1]([C@@H:5]([C:22](=[O:29])[NH:23][CH2:24][C:25]([OH:27])=[O:26])[NH:6][C:7](=[O:21])[CH2:8][CH2:9][CH2:10][CH2:11][CH2:12][NH:13][C:14](=[O:20])[O:15][C:16]([CH3:19])([CH3:18])[CH3:17])[CH:2]([CH3:4])[CH3:3], predict the reactants needed to synthesize it. (4) Given the product [O:1]1[C:5]2[CH:6]=[CH:7][CH:8]=[CH:9][C:4]=2[N:3]=[C:2]1[N:10]([CH2:23][C:24]1[CH:25]=[C:26]([CH:27]=[CH:28][CH:29]=1)[O:30][C@H:43]([CH2:54][CH3:55])[C:44]([O:46][CH2:47][C:48]1[CH:53]=[CH:52][CH:51]=[CH:50][CH:49]=1)=[O:45])[CH2:11][CH2:12][CH2:13][O:14][C:15]1[CH:20]=[CH:19][C:18]([O:21][CH3:22])=[CH:17][CH:16]=1, predict the reactants needed to synthesize it. The reactants are: [O:1]1[C:5]2[CH:6]=[CH:7][CH:8]=[CH:9][C:4]=2[N:3]=[C:2]1[N:10]([CH2:23][C:24]1[CH:29]=[CH:28][CH:27]=[C:26]([OH:30])[CH:25]=1)[CH2:11][CH2:12][CH2:13][O:14][C:15]1[CH:20]=[CH:19][C:18]([O:21][CH3:22])=[CH:17][CH:16]=1.C(=O)([O-])[O-].[K+].[K+].FC(F)(F)S(O[C@@H:43]([CH2:54][CH3:55])[C:44]([O:46][CH2:47][C:48]1[CH:53]=[CH:52][CH:51]=[CH:50][CH:49]=1)=[O:45])(=O)=O.C(OCC)(=O)C. (5) Given the product [CH2:1]([O:3][CH:4]([O:14][CH2:15][CH3:16])[CH2:5][C:6]1[N:18]([CH3:17])[CH:20]=[CH:21][C:7]=1[C:8]([O:10][CH2:11][CH3:12])=[O:9])[CH3:2], predict the reactants needed to synthesize it. The reactants are: [CH2:1]([O:3][CH:4]([O:14][CH2:15][CH3:16])[CH2:5][C:6](=O)[CH2:7][C:8]([O:10][CH2:11][CH3:12])=[O:9])[CH3:2].[CH3:17][NH2:18].Cl[CH2:20][CH:21]=O. (6) Given the product [Br:14][C:7]1[C:8]2[C:9]([CH3:12])([CH3:13])[CH2:10][CH2:11][C:2]([CH3:19])([CH3:1])[C:3]=2[CH:4]=[C:5]([C:16]([OH:18])=[O:17])[C:6]=1[O:15][CH2:20][O:21][CH3:22], predict the reactants needed to synthesize it. The reactants are: [CH3:1][C:2]1([CH3:19])[CH2:11][CH2:10][C:9]([CH3:13])([CH3:12])[C:8]2[C:7]([Br:14])=[C:6]([OH:15])[C:5]([C:16]([OH:18])=[O:17])=[CH:4][C:3]1=2.[CH3:20][O:21][CH2:22]Cl.C(N(C(C)C)CC)(C)C.[Br-]. (7) Given the product [CH3:1][N:2]([CH2:3][CH2:4][C:5]#[C:6][C:7]1[CH:12]=[CH:11][CH:10]=[CH:9][N:8]=1)[C:17](=[O:18])[C:16]1[CH:20]=[CH:21][CH:22]=[C:14]([CH3:13])[CH:15]=1, predict the reactants needed to synthesize it. The reactants are: [CH3:1][NH:2][CH2:3][CH2:4][C:5]#[C:6][C:7]1[CH:12]=[CH:11][CH:10]=[CH:9][N:8]=1.[CH3:13][C:14]1[CH:15]=[C:16]([CH:20]=[CH:21][CH:22]=1)[C:17](Cl)=[O:18].